This data is from Full USPTO retrosynthesis dataset with 1.9M reactions from patents (1976-2016). The task is: Predict the reactants needed to synthesize the given product. (1) The reactants are: [Br:1][C:2]1[CH:11]=[CH:10][CH:9]=[C:8]2[C:3]=1[CH:4]=[C:5]([CH3:30])[C:6]([CH:19]([O:25][C:26]([CH3:29])([CH3:28])[CH3:27])[C:20]([O:22]CC)=[O:21])=[C:7]2[C:12]1[CH:17]=[CH:16][C:15]([Cl:18])=[CH:14][CH:13]=1.[OH-].[Li+]. Given the product [Br:1][C:2]1[CH:11]=[CH:10][CH:9]=[C:8]2[C:3]=1[CH:4]=[C:5]([CH3:30])[C:6]([CH:19]([O:25][C:26]([CH3:28])([CH3:27])[CH3:29])[C:20]([OH:22])=[O:21])=[C:7]2[C:12]1[CH:13]=[CH:14][C:15]([Cl:18])=[CH:16][CH:17]=1, predict the reactants needed to synthesize it. (2) Given the product [NH4+:2].[OH-:7].[CH:16]12[NH:18][CH:13]([CH2:14][CH2:15]1)[CH2:12][N:11]([CH2:10][CH:9]([OH:26])[CH2:8][O:7][C:6]1[CH:5]=[CH:4][C:3]([C:1]#[N:2])=[CH:28][CH:27]=1)[CH2:17]2, predict the reactants needed to synthesize it. The reactants are: [C:1]([C:3]1[CH:28]=[CH:27][C:6]([O:7][CH2:8][CH:9]([OH:26])[CH2:10][N:11]2[CH2:17][CH:16]3[N:18](C(OC(C)(C)C)=O)[CH:13]([CH2:14][CH2:15]3)[CH2:12]2)=[CH:5][CH:4]=1)#[N:2].Cl.CCOC(C)=O. (3) Given the product [C:42]([N:40]1[CH2:41][C:36]2[C:35]([N:45]3[CH2:50][CH2:49][O:48][CH2:47][CH2:46]3)=[N:34][C:33]([C:11]3[CH:12]=[CH:13][C:8]([NH:7][C:5]([NH:4][CH:1]4[CH2:3][CH2:2]4)=[O:6])=[CH:9][C:10]=3[F:31])=[N:38][C:37]=2[CH2:39]1)(=[O:44])[CH3:43], predict the reactants needed to synthesize it. The reactants are: [CH:1]1([NH:4][C:5]([NH:7][C:8]2[CH:13]=[CH:12][C:11](C3N=C(N4CCOC[C@@H]4C)C4CN(C)CC=4N=3)=[C:10]([F:31])[CH:9]=2)=[O:6])[CH2:3][CH2:2]1.Cl[C:33]1[N:34]=[C:35]([N:45]2[CH2:50][CH2:49][O:48][CH2:47][CH2:46]2)[C:36]2[CH2:41][N:40]([C:42](=[O:44])[CH3:43])[CH2:39][C:37]=2[N:38]=1.C1(NC(NC2C=CC(B3OC(C)(C)C(C)(C)O3)=C(F)C=2)=O)CC1.